The task is: Regression. Given a peptide amino acid sequence and an MHC pseudo amino acid sequence, predict their binding affinity value. This is MHC class I binding data.. This data is from Peptide-MHC class I binding affinity with 185,985 pairs from IEDB/IMGT. (1) The peptide sequence is LPSDFFPSV. The MHC is HLA-B54:01 with pseudo-sequence HLA-B54:01. The binding affinity (normalized) is 0.843. (2) The peptide sequence is FLLRGPFEAS. The MHC is HLA-A02:03 with pseudo-sequence HLA-A02:03. The binding affinity (normalized) is 0.591. (3) The peptide sequence is PSEKRIGAY. The binding affinity (normalized) is 0.0847. The MHC is HLA-B46:01 with pseudo-sequence HLA-B46:01.